Dataset: NCI-60 drug combinations with 297,098 pairs across 59 cell lines. Task: Regression. Given two drug SMILES strings and cell line genomic features, predict the synergy score measuring deviation from expected non-interaction effect. (1) Drug 1: CN(C)C1=NC(=NC(=N1)N(C)C)N(C)C. Drug 2: C(=O)(N)NO. Cell line: MDA-MB-435. Synergy scores: CSS=-13.8, Synergy_ZIP=4.81, Synergy_Bliss=-4.27, Synergy_Loewe=-12.8, Synergy_HSA=-10.8. (2) Drug 1: CN1CCC(CC1)COC2=C(C=C3C(=C2)N=CN=C3NC4=C(C=C(C=C4)Br)F)OC. Synergy scores: CSS=28.5, Synergy_ZIP=-1.87, Synergy_Bliss=-7.02, Synergy_Loewe=-29.5, Synergy_HSA=-6.95. Cell line: SR. Drug 2: C1=CC(=CC=C1CCC2=CNC3=C2C(=O)NC(=N3)N)C(=O)NC(CCC(=O)O)C(=O)O. (3) Drug 2: CN(C(=O)NC(C=O)C(C(C(CO)O)O)O)N=O. Synergy scores: CSS=1.33, Synergy_ZIP=4.33, Synergy_Bliss=9.82, Synergy_Loewe=-11.7, Synergy_HSA=-1.60. Drug 1: C1CC(C1)(C(=O)O)C(=O)O.[NH2-].[NH2-].[Pt+2]. Cell line: M14. (4) Drug 1: CN(CCCl)CCCl.Cl. Drug 2: C(CCl)NC(=O)N(CCCl)N=O. Cell line: RPMI-8226. Synergy scores: CSS=25.0, Synergy_ZIP=-9.56, Synergy_Bliss=-1.61, Synergy_Loewe=-5.24, Synergy_HSA=0.256. (5) Drug 1: CC1C(C(=O)NC(C(=O)N2CCCC2C(=O)N(CC(=O)N(C(C(=O)O1)C(C)C)C)C)C(C)C)NC(=O)C3=C4C(=C(C=C3)C)OC5=C(C(=O)C(=C(C5=N4)C(=O)NC6C(OC(=O)C(N(C(=O)CN(C(=O)C7CCCN7C(=O)C(NC6=O)C(C)C)C)C)C(C)C)C)N)C. Drug 2: C1CNP(=O)(OC1)N(CCCl)CCCl. Cell line: OVCAR-8. Synergy scores: CSS=15.9, Synergy_ZIP=-1.65, Synergy_Bliss=-1.80, Synergy_Loewe=-19.0, Synergy_HSA=-2.88. (6) Drug 1: CC12CCC3C(C1CCC2=O)CC(=C)C4=CC(=O)C=CC34C. Drug 2: CCC(=C(C1=CC=CC=C1)C2=CC=C(C=C2)OCCN(C)C)C3=CC=CC=C3.C(C(=O)O)C(CC(=O)O)(C(=O)O)O. Cell line: MALME-3M. Synergy scores: CSS=46.3, Synergy_ZIP=2.54, Synergy_Bliss=3.37, Synergy_Loewe=2.12, Synergy_HSA=1.63.